Dataset: Reaction yield outcomes from USPTO patents with 853,638 reactions. Task: Predict the reaction yield, written as a fraction of the theoretical maximum amount of product (1.0 means a 100% yield; for example, 0.34 means a 34% yield). (1) The reactants are [NH2:1][C:2]1[CH:15]=[CH:14][C:13]([Cl:16])=[CH:12][C:3]=1[C:4]([C:6]1[CH:11]=[CH:10][CH:9]=[CH:8][CH:7]=1)=O.[C:17](#[N:21])[CH2:18][C:19]#[N:20].[O-]CC.[Na+]. The catalyst is C(O)C. The product is [NH2:21][C:17]1[C:18]([C:19]#[N:20])=[C:4]([C:6]2[CH:11]=[CH:10][CH:9]=[CH:8][CH:7]=2)[C:3]2[C:2](=[CH:15][CH:14]=[C:13]([Cl:16])[CH:12]=2)[N:1]=1. The yield is 0.870. (2) The reactants are [Cl:1][C:2]1[CH:7]=[CH:6][C:5]([CH2:8][C@@H:9]([NH:32]C(=O)OC(C)(C)C)[C:10]([N:12]2[CH2:17][CH2:16][N:15]([C:18]3[CH:23]=[CH:22][N:21]=[C:20]4[NH:24][CH:25]=[C:26]([NH:27][C:28](=[O:31])[CH2:29][OH:30])[C:19]=34)[CH2:14][CH2:13]2)=[O:11])=[CH:4][CH:3]=1.C(O)(C(F)(F)F)=O.C1(N)C(F)=C(F)C(F)=C(N)C=1F.Cl.Cl. The catalyst is C(Cl)Cl. The product is [NH2:32][C@H:9]([CH2:8][C:5]1[CH:4]=[CH:3][C:2]([Cl:1])=[CH:7][CH:6]=1)[C:10]([N:12]1[CH2:13][CH2:14][N:15]([C:18]2[CH:23]=[CH:22][N:21]=[C:20]3[NH:24][CH:25]=[C:26]([NH:27][C:28](=[O:31])[CH2:29][OH:30])[C:19]=23)[CH2:16][CH2:17]1)=[O:11]. The yield is 0.790. (3) The reactants are [N:1]([C:4]1[CH:9]=[CH:8][CH:7]=[C:6]([C:10]([F:13])([F:12])[F:11])[CH:5]=1)=[C:2]=[O:3].[NH2:14][C:15]1[CH:16]=[CH:17][C:18]([CH3:34])=[C:19]([NH:21][C:22]2[CH:23]=[C:24]3[C:29](=[CH:30][CH:31]=2)[N:28]=[CH:27][N:26]([CH3:32])[C:25]3=[O:33])[CH:20]=1. The catalyst is C1COCC1. The product is [CH3:34][C:18]1[CH:17]=[CH:16][C:15]([NH:14][C:2]([NH:1][C:4]2[CH:9]=[CH:8][CH:7]=[C:6]([C:10]([F:11])([F:12])[F:13])[CH:5]=2)=[O:3])=[CH:20][C:19]=1[NH:21][C:22]1[CH:23]=[C:24]2[C:29](=[CH:30][CH:31]=1)[N:28]=[CH:27][N:26]([CH3:32])[C:25]2=[O:33]. The yield is 0.560. (4) The yield is 0.400. No catalyst specified. The product is [Cl:30][C:31]1[CH:36]=[C:35]([C:2]2[CH:3]=[C:4]3[C:9](=[CH:10][CH:11]=2)[N:8]=[CH:7][C:6]([C:12]([CH:14]2[CH2:16][CH2:15]2)=[O:13])=[C:5]3[NH:17][C:18]2[CH:19]=[CH:20][C:21]([CH:24]([OH:29])[CH2:25][N:26]([CH3:28])[CH3:27])=[CH:22][CH:23]=2)[CH:34]=[C:33]([F:46])[C:32]=1[OH:47]. The reactants are Br[C:2]1[CH:3]=[C:4]2[C:9](=[CH:10][CH:11]=1)[N:8]=[CH:7][C:6]([C:12]([CH:14]1[CH2:16][CH2:15]1)=[O:13])=[C:5]2[NH:17][C:18]1[CH:23]=[CH:22][C:21]([CH:24]([OH:29])[CH2:25][N:26]([CH3:28])[CH3:27])=[CH:20][CH:19]=1.[Cl:30][C:31]1[CH:36]=[C:35](B2OC(C)(C)C(C)(C)O2)[CH:34]=[C:33]([F:46])[C:32]=1[OH:47]. (5) The reactants are Cl[C:2]1[CH:3]=[CH:4][C:5]2[N:6]([CH:8]=[C:9]([C:11]3[CH:12]=[CH:13][C:14]([CH2:24][CH3:25])=[C:15]([NH:17]C(=O)C(C)(C)C)[CH:16]=3)[N:10]=2)[N:7]=1.CC1(C)C(C)(C)OB([C:34]2[C:35]([C:40]([F:43])([F:42])[F:41])=[N:36][CH:37]=[CH:38][CH:39]=2)O1.C([O-])([O-])=O.[K+].[K+].C1(P(C2CCCCC2)C2C=CC=CC=2C2C(OC)=CC=CC=2OC)CCCCC1. The catalyst is C([O-])(=O)C.[Pd+2].C([O-])(=O)C.O.C(O)(C)C. The product is [CH2:24]([C:14]1[CH:13]=[CH:12][C:11]([C:9]2[N:10]=[C:5]3[CH:4]=[CH:3][C:2]([C:34]4[C:35]([C:40]([F:43])([F:42])[F:41])=[N:36][CH:37]=[CH:38][CH:39]=4)=[N:7][N:6]3[CH:8]=2)=[CH:16][C:15]=1[NH2:17])[CH3:25]. The yield is 0.750. (6) The reactants are C(=O)(OC(C)(C)C)[O:2][C:3]1[N:7]([C:8]2[CH:13]=[CH:12][CH:11]=[CH:10][N:9]=2)[N:6]=[C:5]([C:14]2[CH:19]=[CH:18][C:17]([C:20]3[CH:25]=[CH:24][CH:23]=[CH:22][CH:21]=3)=[CH:16][CH:15]=2)[CH:4]=1.FC(F)(F)C(O)=O. The catalyst is C(Cl)Cl. The product is [C:17]1([C:20]2[CH:21]=[CH:22][CH:23]=[CH:24][CH:25]=2)[CH:18]=[CH:19][C:14]([C:5]2[CH:4]=[C:3]([OH:2])[N:7]([C:8]3[CH:13]=[CH:12][CH:11]=[CH:10][N:9]=3)[N:6]=2)=[CH:15][CH:16]=1. The yield is 0.934.